This data is from Full USPTO retrosynthesis dataset with 1.9M reactions from patents (1976-2016). The task is: Predict the reactants needed to synthesize the given product. (1) Given the product [N+:1]([N:4]1[CH:8]([N+:9]([O-:11])=[O:10])[C:7]([N+:12]([O-:14])=[O:13])=[CH:6][N:5]1[B-:16]([N:5]1[CH:6]=[C:7]([N+:12]([O-:14])=[O:13])[CH:8]([N+:9]([O-:11])=[O:10])[N:4]1[N+:1]([O-:3])=[O:2])([N:5]1[CH:6]=[C:7]([N+:12]([O-:14])=[O:13])[CH:8]([N+:9]([O-:11])=[O:10])[N:4]1[N+:1]([O-:3])=[O:2])[N:15]1[CH:6]=[C:7]([N+:12]([O-:14])=[O:13])[CH:8]([N+:9]([O-:11])=[O:10])[N:4]1[N+:1]([O-:3])=[O:2])([O-:3])=[O:2].[NH4+:1], predict the reactants needed to synthesize it. The reactants are: [N+:1]([N:4]1[CH:8]([N+:9]([O-:11])=[O:10])[C:7]([N+:12]([O-:14])=[O:13])=[CH:6][NH:5]1)([O-:3])=[O:2].[NH3:15].[BH3:16].[H][H]. (2) Given the product [CH2:1]([O:8][C:9]([N:11]([CH2:18][C:19]1[CH:24]=[CH:23][CH:22]=[C:21]([Br:25])[N:20]=1)[CH2:12][C:13]([OH:15])=[O:14])=[O:10])[C:2]1[CH:3]=[CH:4][CH:5]=[CH:6][CH:7]=1, predict the reactants needed to synthesize it. The reactants are: [CH2:1]([O:8][C:9]([N:11]([CH2:18][C:19]1[CH:24]=[CH:23][CH:22]=[C:21]([Br:25])[N:20]=1)[CH2:12][C:13]([O:15]CC)=[O:14])=[O:10])[C:2]1[CH:7]=[CH:6][CH:5]=[CH:4][CH:3]=1.[OH-].[K+].Cl. (3) The reactants are: [NH2:1][C:2]1[CH:7]=[CH:6][C:5]([OH:8])=[CH:4][CH:3]=1.[CH2:9]([C:15]1[CH:20]=[CH:19][C:18]([C:21]2[CH:26]=[CH:25][C:24]([C:27](O)=[O:28])=[CH:23][CH:22]=2)=[CH:17][CH:16]=1)[CH2:10][CH2:11][CH2:12][CH2:13][CH3:14]. Given the product [OH:8][C:5]1[CH:6]=[CH:7][C:2]([NH:1][C:27]([C:24]2[CH:23]=[CH:22][C:21]([C:18]3[CH:19]=[CH:20][C:15]([CH2:9][CH2:10][CH2:11][CH2:12][CH2:13][CH3:14])=[CH:16][CH:17]=3)=[CH:26][CH:25]=2)=[O:28])=[CH:3][CH:4]=1, predict the reactants needed to synthesize it. (4) Given the product [F:19][C:20]1[CH:21]=[CH:22][C:23]([C@@H:26]([NH:29][C:3]2[S:4]/[C:5](=[CH:9]\[C:10]3[C:18]4[C:13](=[N:14][CH:15]=[CH:16][CH:17]=4)[NH:12][CH:11]=3)/[C:6](=[O:8])[N:7]=2)[CH2:27][OH:28])=[CH:24][CH:25]=1, predict the reactants needed to synthesize it. The reactants are: CS[C:3]1[S:4][C:5](=[CH:9][C:10]2[C:18]3[C:13](=[N:14][CH:15]=[CH:16][CH:17]=3)[NH:12][CH:11]=2)[C:6](=[O:8])[N:7]=1.[F:19][C:20]1[CH:25]=[CH:24][C:23]([C@@H:26]([NH2:29])[CH2:27][OH:28])=[CH:22][CH:21]=1.CCN(C(C)C)C(C)C. (5) Given the product [ClH:28].[NH:14]1[C:15]2[CH2:20][CH2:19][NH:18][CH2:17][C:16]=2[C:12]([NH:11][C:7]2[CH:6]=[C:5]([CH:10]=[CH:9][CH:8]=2)[C:3]([O:2][CH3:1])=[O:4])=[N:13]1, predict the reactants needed to synthesize it. The reactants are: [CH3:1][O:2][C:3]([C:5]1[CH:6]=[C:7]([NH:11][C:12]2[C:16]3[CH2:17][N:18](C(OC(C)(C)C)=O)[CH2:19][CH2:20][C:15]=3[NH:14][N:13]=2)[CH:8]=[CH:9][CH:10]=1)=[O:4].[ClH:28].CCOC(C)=O.